This data is from Forward reaction prediction with 1.9M reactions from USPTO patents (1976-2016). The task is: Predict the product of the given reaction. Given the reactants [CH2:1]([N:3]1[C:12]2[CH:11]=[CH:10][C:9]([C:13]3[S:14][C:15]([CH2:18][N:19]4[CH2:23][CH2:22][CH2:21][CH2:20]4)=[CH:16][CH:17]=3)=[CH:8][C:7]=2[C:6]2=[N:24][N:25](C3CCCCO3)[C:26]([CH3:27])=[C:5]2[C:4]1=[O:34])[CH3:2].Cl, predict the reaction product. The product is: [CH2:1]([N:3]1[C:12]2[CH:11]=[CH:10][C:9]([C:13]3[S:14][C:15]([CH2:18][N:19]4[CH2:20][CH2:21][CH2:22][CH2:23]4)=[CH:16][CH:17]=3)=[CH:8][C:7]=2[C:6]2=[N:24][NH:25][C:26]([CH3:27])=[C:5]2[C:4]1=[O:34])[CH3:2].